Dataset: Full USPTO retrosynthesis dataset with 1.9M reactions from patents (1976-2016). Task: Predict the reactants needed to synthesize the given product. (1) Given the product [Br:2][CH2:3][CH2:4][CH2:5][CH2:6][CH2:7][C@H:8]1[CH2:9][CH2:10][C@H:11]([NH:14][S:23]([C:20]2[CH:19]=[CH:18][C:17]([C:16]([F:15])([F:27])[F:28])=[CH:22][CH:21]=2)(=[O:25])=[O:24])[CH2:12][CH2:13]1, predict the reactants needed to synthesize it. The reactants are: [Br-].[Br:2][CH2:3][CH2:4][CH2:5][CH2:6][CH2:7][C@H:8]1[CH2:13][CH2:12][C@H:11]([NH3+:14])[CH2:10][CH2:9]1.[F:15][C:16]([F:28])([F:27])[C:17]1[CH:22]=[CH:21][C:20]([S:23](Cl)(=[O:25])=[O:24])=[CH:19][CH:18]=1.CCN(C(C)C)C(C)C. (2) Given the product [N:30]1([CH2:35][CH2:36][CH2:37][NH:38][C:21]([C:15]2[C:14]([C:24]3[CH:29]=[CH:28][CH:27]=[CH:26][CH:25]=3)=[C:13]([CH:12]=[C:5]3[C:4]4[C:8](=[CH:9][CH:10]=[C:2]([Br:1])[CH:3]=4)[NH:7][C:6]3=[O:11])[NH:17][C:16]=2[CH:18]([CH3:20])[CH3:19])=[O:22])[CH2:34][CH2:33][CH2:32][CH2:31]1, predict the reactants needed to synthesize it. The reactants are: [Br:1][C:2]1[CH:3]=[C:4]2[C:8](=[CH:9][CH:10]=1)[NH:7][C:6](=[O:11])[C:5]2=[CH:12][C:13]1[NH:17][C:16]([CH:18]([CH3:20])[CH3:19])=[C:15]([C:21](O)=[O:22])[C:14]=1[C:24]1[CH:29]=[CH:28][CH:27]=[CH:26][CH:25]=1.[N:30]1([CH2:35][CH2:36][CH2:37][NH2:38])[CH2:34][CH2:33][CH2:32][CH2:31]1. (3) The reactants are: [C:1]([O-:4])(=[O:3])[CH3:2].[Co+3:5].[C:6]([O-:9])(=[O:8])[CH3:7].C([O-])(=O)C. Given the product [C:1]([O-:4])(=[O:3])[CH3:2].[Co+2:5].[C:6]([O-:9])(=[O:8])[CH3:7], predict the reactants needed to synthesize it. (4) Given the product [CH3:1][CH2:2][CH2:3][C:4]1[C:5]2[N:14]=[C:13]([C:15]3[CH:16]=[C:17]([S:24]([N:27]4[CH2:32][CH2:31][N:30]([CH3:33])[CH2:29][CH2:28]4)(=[O:25])=[O:26])[CH:18]=[CH:19][C:20]=3[O:21][CH2:22][CH3:23])[NH:12][C:10](=[O:11])[C:6]=2[N:7]([CH3:9])[N:8]=1.[S:24]([O-:26])(=[O:36])(=[O:25])[CH3:17], predict the reactants needed to synthesize it. The reactants are: [CH3:1][CH2:2][CH2:3][C:4]1[C:5]2[N:14]=[C:13]([C:15]3[CH:16]=[C:17]([S:24]([N:27]4[CH2:32][CH2:31][N:30]([CH3:33])[CH2:29][CH2:28]4)(=[O:26])=[O:25])[CH:18]=[CH:19][C:20]=3[O:21][CH2:22][CH3:23])[NH:12][C:10](=[O:11])[C:6]=2[N:7]([CH3:9])[N:8]=1.C([O-])(=[O:36])C.[Na+].[Cl-].